From a dataset of Reaction yield outcomes from USPTO patents with 853,638 reactions. Predict the reaction yield, written as a fraction of the theoretical maximum amount of product (1.0 means a 100% yield; for example, 0.34 means a 34% yield). (1) The reactants are [CH3:1][C:2]1[CH:31]=[CH:30][C:5]([C:6]([NH:8][C:9]2[C:22]3[C:21](=[O:23])[C:20]4[C:15](=[CH:16][CH:17]=[CH:18][CH:19]=4)[C:14](=[O:24])[C:13]=3[CH:12]=[CH:11][C:10]=2[NH:25][C:26](=[O:29])[CH2:27]Cl)=[O:7])=[CH:4][CH:3]=1.CCN(C(C)C)C(C)C.[CH3:41][NH:42][CH2:43][CH:44]1[O:48][CH2:47][CH2:46][O:45]1.C(OCC)(=O)C. The catalyst is O1CCCC1.CCO.CCCCCC. The product is [CH3:1][C:2]1[CH:31]=[CH:30][C:5]([C:6]([NH:8][C:9]2[C:22]3[C:21](=[O:23])[C:20]4[C:15](=[CH:16][CH:17]=[CH:18][CH:19]=4)[C:14](=[O:24])[C:13]=3[CH:12]=[CH:11][C:10]=2[NH:25][C:26](=[O:29])[CH2:27][N:42]([CH2:43][CH:44]2[O:48][CH2:47][CH2:46][O:45]2)[CH3:41])=[O:7])=[CH:4][CH:3]=1. The yield is 0.430. (2) The product is [Br:1][C:2]1[CH:7]=[CH:6][CH:5]=[CH:4][C:3]=1[NH:8][C:15](=[O:24])[CH:16]=[CH:17][C:18]1[CH:23]=[CH:22][CH:21]=[CH:20][CH:19]=1. The catalyst is ClCCl. The yield is 0.980. The reactants are [Br:1][C:2]1[CH:7]=[CH:6][CH:5]=[CH:4][C:3]=1[NH2:8].N1C=CC=CC=1.[C:15](Cl)(=[O:24])[CH:16]=[CH:17][C:18]1[CH:23]=[CH:22][CH:21]=[CH:20][CH:19]=1. (3) The reactants are [C:1]([C:3]1[CH:4]=[N:5][CH:6]=[CH:7][CH:8]=1)#[N:2].[NH2:9][C:10]1[CH:19]=[CH:18][C:17]([Br:20])=[CH:16][C:11]=1[C:12](OC)=[O:13].O1CCOCC1. The catalyst is Cl. The product is [Br:20][C:17]1[CH:16]=[C:11]2[C:10](=[CH:19][CH:18]=1)[N:9]=[C:1]([C:3]1[CH:4]=[N:5][CH:6]=[CH:7][CH:8]=1)[N:2]=[C:12]2[OH:13]. The yield is 0.740.